Dataset: Experimentally validated miRNA-target interactions with 360,000+ pairs, plus equal number of negative samples. Task: Binary Classification. Given a miRNA mature sequence and a target amino acid sequence, predict their likelihood of interaction. (1) The miRNA is mmu-miR-3069-3p with sequence UUGGACACUAAGUACUGCCACA. The protein sequence of the target gene is MAAAEPSVAALAGGGVGAGAPSGGVPVLFCFSVFARPASVPHGAGYDVLIQKFLSLYGDQLDMHRKFVVQLFAEEWGQYVDLPKGFAVSERCKLRLVPLQIQLTTLGNLTPPSTVFFCCDMQERFRPAIKYFGDIISVGQRLLQGARILGIPVIITEQYPKGLGSTVQEIDLTGVKLVLPKTKFSMVLPEVEAALAEIPGVRSVVLFGVETHVCIQQTALELVGRGIEVHIVADATSSRSMMDRMFALERLARTGIIVTTSEAVLLQLVADKDHPKFKEIQNLIKASAPESGLLSKV. Result: 0 (no interaction). (2) The miRNA is bta-miR-21-5p with sequence UAGCUUAUCAGACUGAUGUUGACU. The protein sequence of the target gene is MKAPTALAPGILLLLLTLAQRSHGECKEALVKSEMNVNMKYQLPNFTAETPIHNVVLPGHHIYLGATNYIYVLNDKDLQKVSEFKTGPVVEHPDCFPCQDCSSKANVSGGVWKDNVNMALLVDTYYDDQLISCGSVNRGTCQRHVLPPDNAADIQSEVHCMFSPLAEEESGQCPDCVVSALGAKVLLSEKDRFINFFVGNTINSSYPPDYSLHSISVRRLKETQDGFKFLTDQSYIDVLPEFRDSYPIKYIHAFESNHFIYFLTVQKETLDAQTFHTRIIRFCSVDSGLHSYMEMPLECI.... Result: 0 (no interaction). (3) The miRNA is mmu-miR-3091-5p with sequence CAUGGGUCUGGUUGGGCCCGC. The protein sequence of the target gene is MEEELKCPVCGSLFREPIILPCSHNVCLPCARTIAVQTPDGEQHLPQPLLLSRGSGLQAGAAAAASLEHDAAAGPACGGAGGSAAGGLGGGAGGGGDHADKLSLYSETDSGYGSYTPSLKSPNGVRVLPMVPAPPGSSAAAARGAACSSLSSSSSSITCPQCHRSASLDHRGLRGFQRNRLLEAIVQRYQQGRGAVPGTSAAAAVAICQLCDRTPPEPAATLCEQCDVLYCSACQLKCHPSRGPFAKHRLVQPPPPPPPPAEAASGPTGTAQGAPSGGGGCKSPGGAGAGATGGSTARKF.... Result: 0 (no interaction). (4) The miRNA is mmu-miR-466d-5p with sequence UGUGUGUGCGUACAUGUACAUG. The protein sequence of the target gene is MAFSDLTSRTVHLYDNWIKDADPRVEDWLLMSSPLPQTILLGFYVYFVTSLGPKLMENRKPFELKKAMITYNFFIVLFSVYMCYEFVMSGWGIGYSFRCDIVDYSRSPTALRMARTCWLYYFSKFIELLDTIFFVLRKKNSQVTFLHVFHHTIMPWTWWFGVKFAAGGLGTFHALLNTAVHVVMYSYYGLSALGPAYQKYLWWKKYLTSLQLVQFVIVAIHISQFFFMEDCKYQFPVFACIIMSYSFMFLLLFLHFWYRAYTKGQRLPKTVKNGTCKNKDN. Result: 0 (no interaction). (5) The miRNA is hsa-miR-624-3p with sequence CACAAGGUAUUGGUAUUACCU. The protein sequence of the target gene is MVSSCCGSVCSDQGCGQDLCQETCCRPSCCETTCCRTTCCRPSCCVSSCCRPQCCQSVCCQPTCSRPSCCQTTCCRTTCYRPSCCVSSCCRPQCCQPACCQPTCCRPSCCETTCCHPRCCISSCCRPSCCVSSCCKPQCCQSVCCQPNCCRPSCSISSCCRPSCCESSCCRPCCCVRPVCGRVSCHTTCYRPTCVISSCPRPLCCASSCC. Result: 1 (interaction). (6) The miRNA is hsa-miR-384 with sequence AUUCCUAGAAAUUGUUCAUA. The protein sequence of the target gene is MPDRDSYANGTGSSGGGPGGGGSEEASGAGVGSGGASSDAICRDFLRNVCKRGKRCRYRHPDMSEVSNLGVSKNEFIFCHDFQNKECSRPNCRFIHGSKEDEDGYKKTGELPPRLRQKVAAGLGLSPADLPNGKEEVPICRDFLKGDCQRGAKCKFRHLQRDFEFDARGGGGTGGGSTGSVLPGRRHDLYDIYDLPDRGFEDHEPGPKRRRGGCCPPDGPHFESYEYSLAPPRGVECRLLEEENAMLRKRVEELKKQVSNLLATNEVLLEQNAQFRNQAKVITLSSTAPATEQTLAPTVG.... Result: 0 (no interaction). (7) The miRNA is hsa-miR-2115-3p with sequence CAUCAGAAUUCAUGGAGGCUAG. The protein sequence of the target gene is MVTSSFPISVAVFALITLQVGTQDSFIAAVYEHAVILPNKTETPVSQEDALNLMNENIDILETAIKQAAEQGARIIVTPEDALYGWKFTRETVFPYLEDIPDPQVNWIPCQDPHRFGHTPVQARLSCLAKDNSIYVLANLGDKKPCNSRDSTCPPNGYFQYNTNVVYNTEGKLVARYHKYHLYSEPQFNVPEKPELVTFNTAFGRFGIFTCFDIFFYDPGVTLVKDFHVDTILFPTAWMNVLPLLTAIEFHSAWAMGMGVNLLVANTHHVSLNMTGSGIYAPNGPKVYHYDMKTELGKLL.... Result: 0 (no interaction).